From a dataset of Forward reaction prediction with 1.9M reactions from USPTO patents (1976-2016). Predict the product of the given reaction. (1) Given the reactants [N+:1]([C:4]1[CH:9]=[CH:8][C:7]([C:10]2([C:16]([OH:18])=O)[CH2:15][CH2:14][O:13][CH2:12][CH2:11]2)=[CH:6][CH:5]=1)([O-:3])=[O:2].Cl.CN.[CH2:22]([N:24](CC)CC)C.CN(C(ON1N=NC2C=CC=NC1=2)=[N+](C)C)C.F[P-](F)(F)(F)(F)F, predict the reaction product. The product is: [CH3:22][NH:24][C:16]([C:10]1([C:7]2[CH:8]=[CH:9][C:4]([N+:1]([O-:3])=[O:2])=[CH:5][CH:6]=2)[CH2:15][CH2:14][O:13][CH2:12][CH2:11]1)=[O:18]. (2) Given the reactants S(Cl)([Cl:3])=O.Cl.[NH2:6][C:7]1([C:13]([OH:15])=[O:14])[CH2:12][CH2:11][O:10][CH2:9][CH2:8]1.[CH3:16]O, predict the reaction product. The product is: [ClH:3].[NH2:6][C:7]1([C:13]([O:15][CH3:16])=[O:14])[CH2:12][CH2:11][O:10][CH2:9][CH2:8]1. (3) Given the reactants [F:1][C:2]([F:31])([F:30])[C:3]1[CH:4]=[C:5]([CH:23]=[C:24]([C:26]([F:29])([F:28])[F:27])[CH:25]=1)[CH2:6][N:7]1[CH2:14][CH2:13][CH2:12][NH:11][C:10]2[N:15]=[C:16]([S:20][CH3:21])[N:17]=[C:18]([Cl:19])[C:9]=2[C:8]1=[O:22].[H-].[Na+].[CH3:34]I, predict the reaction product. The product is: [F:29][C:26]([F:27])([F:28])[C:24]1[CH:23]=[C:5]([CH:4]=[C:3]([C:2]([F:30])([F:1])[F:31])[CH:25]=1)[CH2:6][N:7]1[CH2:14][CH2:13][CH2:12][N:11]([CH3:34])[C:10]2[N:15]=[C:16]([S:20][CH3:21])[N:17]=[C:18]([Cl:19])[C:9]=2[C:8]1=[O:22]. (4) Given the reactants C(O)(=O)C.[NH:5]1[CH2:10][CH2:9][CH:8]([C@H:11]([OH:13])[CH3:12])[CH2:7][CH2:6]1.C([O-])(=O)C.[Na+].[N:19]#[C:20]Br, predict the reaction product. The product is: [OH:13][C@@H:11]([CH:8]1[CH2:9][CH2:10][N:5]([C:20]#[N:19])[CH2:6][CH2:7]1)[CH3:12]. (5) Given the reactants [N+:1]([C:4]1[CH:9]=[CH:8][C:7]([CH2:10][CH2:11][N:12]2[C:20]3[N:19]=[C:18]([CH2:21][C:22]4[S:23][CH:24]=[CH:25][CH:26]=4)[NH:17][C:16]=3[C:15](=[O:27])[N:14]([CH2:28][CH2:29][CH3:30])[C:13]2=[O:31])=[CH:6][CH:5]=1)([O-])=O.O.NN.[H][H], predict the reaction product. The product is: [NH2:1][C:4]1[CH:5]=[CH:6][C:7]([CH2:10][CH2:11][N:12]2[C:20]3[N:19]=[C:18]([CH2:21][C:22]4[S:23][CH:24]=[CH:25][CH:26]=4)[NH:17][C:16]=3[C:15](=[O:27])[N:14]([CH2:28][CH2:29][CH3:30])[C:13]2=[O:31])=[CH:8][CH:9]=1. (6) Given the reactants [CH3:1][C:2]1[CH:22]=[CH:21][C:5]([C:6]([CH:8]2[CH2:13][CH2:12][N:11](C(OC(C)(C)C)=O)[CH2:10][CH2:9]2)=[O:7])=[CH:4][N:3]=1, predict the reaction product. The product is: [CH3:1][C:2]1[N:3]=[CH:4][C:5]([C:6]([CH:8]2[CH2:13][CH2:12][NH:11][CH2:10][CH2:9]2)=[O:7])=[CH:21][CH:22]=1. (7) Given the reactants F[C:2]1[CH:7]=[CH:6][CH:5]=[C:4]([N+:8]([O-])=O)[CH:3]=1.[C:11]([N:18]1[CH2:23][CH2:22][NH:21][CH2:20][CH2:19]1)([O:13][C:14]([CH3:17])([CH3:16])[CH3:15])=[O:12], predict the reaction product. The product is: [C:14]([O:13][C:11]([N:18]1[CH2:23][CH2:22][N:21]([C:2]2[CH:7]=[CH:6][CH:5]=[C:4]([NH2:8])[CH:3]=2)[CH2:20][CH2:19]1)=[O:12])([CH3:17])([CH3:15])[CH3:16].